Dataset: Forward reaction prediction with 1.9M reactions from USPTO patents (1976-2016). Task: Predict the product of the given reaction. (1) Given the reactants [N+:1]([C:4]1[CH:5]=[CH:6][CH:7]=[C:8]2[C:13]=1[N:12]=[CH:11][NH:10][C:9]2=[O:14])([O-:3])=[O:2].[C:15]1(B(O)O)[CH:20]=[CH:19][CH:18]=[CH:17][CH:16]=1.N1C=CC=CC=1.ClCCl, predict the reaction product. The product is: [N+:1]([C:4]1[CH:5]=[CH:6][CH:7]=[C:8]2[C:13]=1[N:12]=[CH:11][N:10]([C:15]1[CH:20]=[CH:19][CH:18]=[CH:17][CH:16]=1)[C:9]2=[O:14])([O-:3])=[O:2]. (2) Given the reactants [Cl:1][C:2]1[N:14]=[C:13](Cl)[CH:12]=[C:11]([CH3:16])[C:3]=1[C:4]([O:6][C:7]([CH3:10])([CH3:9])[CH3:8])=[O:5].CC1(C)C2C(=C(P(C3C=CC=CC=3)C3C=CC=CC=3)C=CC=2)OC2C(P(C3C=CC=CC=3)C3C=CC=CC=3)=CC=CC1=2.C([O-])([O-])=O.[Cs+].[Cs+].C(=[NH:78])(C1C=CC=CC=1)C1C=CC=CC=1.CC([O-])=O.[Na+].Cl.[OH-].[Na+], predict the reaction product. The product is: [C:7]([O:6][C:4](=[O:5])[C:3]1[C:11]([CH3:16])=[CH:12][C:13]([NH2:78])=[N:14][C:2]=1[Cl:1])([CH3:10])([CH3:9])[CH3:8]. (3) Given the reactants C(N(CC)CC)C.CN(C(ON1N=NC2C=CC=CC1=2)=[N+](C)C)C.[B-](F)(F)(F)F.[N:30]1[CH:35]=[C:34]([C:36]([NH:38][C:39]2([C:42]([OH:44])=O)[CH2:41][CH2:40]2)=[O:37])[CH:33]=[N:32][CH:31]=1.FC(F)(F)C(O)=O.[NH2:52][CH2:53][C:54]1[CH:68]=[CH:67][C:57]([O:58][C:59]2[CH:64]=[CH:63][C:62]([OH:65])=[CH:61][C:60]=2[Cl:66])=[CH:56][C:55]=1[Cl:69], predict the reaction product. The product is: [Cl:69][C:55]1[CH:56]=[C:57]([O:58][C:59]2[CH:64]=[CH:63][C:62]([OH:65])=[CH:61][C:60]=2[Cl:66])[CH:67]=[CH:68][C:54]=1[CH2:53][NH:52][C:42]([C:39]1([NH:38][C:36]([C:34]2[CH:33]=[N:32][CH:31]=[N:30][CH:35]=2)=[O:37])[CH2:40][CH2:41]1)=[O:44].